Task: Predict the product of the given reaction.. Dataset: Forward reaction prediction with 1.9M reactions from USPTO patents (1976-2016) Given the reactants F[C:2]1[CH:10]=[C:9](F)[CH:8]=[C:7]2[C:3]=1[C:4]([S:12][CH2:13][C:14]([NH:16][C:17]1[CH:21]=[C:20]([CH3:22])[O:19][N:18]=1)=[O:15])=[CH:5][NH:6]2.[OH:23]O, predict the reaction product. The product is: [NH:6]1[C:7]2[C:3](=[CH:2][CH:10]=[CH:9][CH:8]=2)[C:4]([S:12]([CH2:13][C:14]([NH:16][C:17]2[CH:21]=[C:20]([CH3:22])[O:19][N:18]=2)=[O:15])=[O:23])=[CH:5]1.